Task: Predict which catalyst facilitates the given reaction.. Dataset: Catalyst prediction with 721,799 reactions and 888 catalyst types from USPTO (1) Reactant: [Br:1][C:2]1[C:3](Cl)=[N:4][C:5]([Cl:8])=[N:6][CH:7]=1.[CH3:10][O:11][C:12]1[CH:17]=[CH:16][C:15]([OH:18])=[CH:14][CH:13]=1.C(=O)([O-])[O-].[K+].[K+].O. Product: [Br:1][C:2]1[C:3]([O:18][C:15]2[CH:16]=[CH:17][C:12]([O:11][CH3:10])=[CH:13][CH:14]=2)=[N:4][C:5]([Cl:8])=[N:6][CH:7]=1. The catalyst class is: 3. (2) Reactant: [CH3:1][O:2][C:3]1[CH:4]=[C:5]2[C:10](=[CH:11][CH:12]=1)[C:9](=[O:13])[N:8]([CH3:14])[C:7]([CH:15]1[CH2:20][CH2:19][CH2:18][N:17](C(OCC3C=CC=CC=3)=O)[CH2:16]1)=[C:6]2[C:31]1[CH:36]=[CH:35][CH:34]=[CH:33][CH:32]=1. Product: [CH3:1][O:2][C:3]1[CH:4]=[C:5]2[C:10](=[CH:11][CH:12]=1)[C:9](=[O:13])[N:8]([CH3:14])[C:7]([CH:15]1[CH2:20][CH2:19][CH2:18][NH:17][CH2:16]1)=[C:6]2[C:31]1[CH:32]=[CH:33][CH:34]=[CH:35][CH:36]=1. The catalyst class is: 63. (3) The catalyst class is: 61. Reactant: [NH:1]1[C:9]2[C:4](=[CH:5][CH:6]=[C:7]([C:10]([OH:12])=[O:11])[CH:8]=2)[CH:3]=[N:2]1.[CH2:13](Cl)CCl.C1C=CC2N(O)N=NC=2C=1.C(N(CC)CC)C. Product: [NH:1]1[C:9]2[C:4](=[CH:5][CH:6]=[C:7]([C:10]([O:12][CH3:13])=[O:11])[CH:8]=2)[CH:3]=[N:2]1. (4) The catalyst class is: 2. Reactant: BrB(Br)Br.[Cl:5][C:6]1[N:11]=[C:10]([Cl:12])[C:9]([Cl:13])=[C:8]([C:14]2[CH:19]=[CH:18][CH:17]=[CH:16][C:15]=2[O:20]C)[N:7]=1. Product: [Cl:5][C:6]1[N:7]=[C:8]([C:14]2[CH:19]=[CH:18][CH:17]=[CH:16][C:15]=2[OH:20])[C:9]([Cl:13])=[C:10]([Cl:12])[N:11]=1. (5) Reactant: [CH3:1][O:2][C:3](=[O:22])[C:4]1[CH:9]=[C:8]([OH:10])[CH:7]=[CH:6][C:5]=1[NH:11][S:12]([C:15]1[CH:20]=[CH:19][C:18]([CH3:21])=[CH:17][CH:16]=1)(=[O:14])=[O:13].C([O-])([O-])=O.[K+].[K+].F[C:30]1[CH:35]=[CH:34][C:33]([N+:36]([O-:38])=[O:37])=[C:32]([O:39][CH2:40][CH:41]([CH3:43])[CH3:42])[CH:31]=1. Product: [CH3:1][O:2][C:3](=[O:22])[C:4]1[CH:9]=[C:8]([O:10][C:30]2[CH:35]=[CH:34][C:33]([N+:36]([O-:38])=[O:37])=[C:32]([O:39][CH2:40][CH:41]([CH3:43])[CH3:42])[CH:31]=2)[CH:7]=[CH:6][C:5]=1[NH:11][S:12]([C:15]1[CH:16]=[CH:17][C:18]([CH3:21])=[CH:19][CH:20]=1)(=[O:14])=[O:13]. The catalyst class is: 3. (6) Reactant: Cl.[NH:2]1[CH2:6][CH2:5][CH:4]([NH:7][C:8]([C:10]2[C:18]3[C:13](=[N:14][CH:15]=[C:16]([C:19]4[CH:24]=[CH:23][C:22]([O:25][CH3:26])=[C:21]([O:27][CH3:28])[CH:20]=4)[N:17]=3)[NH:12][CH:11]=2)=[O:9])[CH2:3]1.[BH3-][C:30]#N.[Na+].C=O. Product: [CH3:30][N:2]1[CH2:6][CH2:5][CH:4]([NH:7][C:8]([C:10]2[C:18]3[C:13](=[N:14][CH:15]=[C:16]([C:19]4[CH:24]=[CH:23][C:22]([O:25][CH3:26])=[C:21]([O:27][CH3:28])[CH:20]=4)[N:17]=3)[NH:12][CH:11]=2)=[O:9])[CH2:3]1. The catalyst class is: 467. (7) Reactant: [Cl:1][C:2]1[CH:7]=[C:6]([Cl:8])[CH:5]=[CH:4][C:3]=1[N:9]1[C:14]2=[N:15][C:16]3[C:17](=[C:18]([CH:22]=[O:23])[CH:19]=[CH:20][CH:21]=3)[N:13]2[CH2:12][CH2:11][CH2:10]1.[CH2:24]([Mg]Br)[CH3:25]. Product: [Cl:1][C:2]1[CH:7]=[C:6]([Cl:8])[CH:5]=[CH:4][C:3]=1[N:9]1[C:14]2=[N:15][C:16]3[CH:21]=[CH:20][CH:19]=[C:18]([CH:22]([OH:23])[CH2:24][CH3:25])[C:17]=3[N:13]2[CH2:12][CH2:11][CH2:10]1. The catalyst class is: 7. (8) Reactant: O1CCCC1.[C:6]([C:10]1[CH:20]=[CH:19][C:13]([O:14][CH2:15][C:16]([OH:18])=O)=[CH:12][CH:11]=1)([CH3:9])([CH3:8])[CH3:7].Cl.[NH2:22][C@@H:23]([C:25]1[CH:30]=[CH:29][C:28]([NH:31][S:32]([CH3:35])(=[O:34])=[O:33])=[C:27]([CH3:36])[CH:26]=1)[CH3:24]. Product: [C:6]([C:10]1[CH:11]=[CH:12][C:13]([O:14][CH2:15][C:16]([NH:22][C@@H:23]([C:25]2[CH:30]=[CH:29][C:28]([NH:31][S:32]([CH3:35])(=[O:34])=[O:33])=[C:27]([CH3:36])[CH:26]=2)[CH3:24])=[O:18])=[CH:19][CH:20]=1)([CH3:7])([CH3:8])[CH3:9]. The catalyst class is: 66. (9) Reactant: [Cl:1][C:2]1[CH:7]=[CH:6][C:5]([N:8]2[C:12](=O)[NH:11][N:10]=[C:9]2[C:14]2[N:18]3[CH:19]=[CH:20][CH:21]=[CH:22][C:17]3=[N:16][C:15]=2[C:23]2[CH:28]=[C:27]([Cl:29])[CH:26]=[CH:25][C:24]=2[Cl:30])=[CH:4][CH:3]=1.ClC1C=CC(NC(C2N3C=CC=CC3=NC=2C2C=C(Cl)C=CC=2Cl)=NN)=CC=1.C(N1C=CN=C1)(N1C=CN=C1)=[S:60]. Product: [Cl:1][C:2]1[CH:7]=[CH:6][C:5]([N:8]2[C:12](=[S:60])[NH:11][N:10]=[C:9]2[C:14]2[N:18]3[CH:19]=[CH:20][CH:21]=[CH:22][C:17]3=[N:16][C:15]=2[C:23]2[CH:28]=[C:27]([Cl:29])[CH:26]=[CH:25][C:24]=2[Cl:30])=[CH:4][CH:3]=1. The catalyst class is: 1. (10) Reactant: [CH3:1][N:2]1[C:6]([C:7]2[CH:8]=[C:9]([C:12]([O:14][CH3:15])=[O:13])[S:10][CH:11]=2)=[CH:5][CH:4]=[N:3]1.C1C(=O)N([I:23])C(=O)C1. Product: [I:23][C:5]1[CH:4]=[N:3][N:2]([CH3:1])[C:6]=1[C:7]1[CH:8]=[C:9]([C:12]([O:14][CH3:15])=[O:13])[S:10][CH:11]=1. The catalyst class is: 1.